Dataset: Reaction yield outcomes from USPTO patents with 853,638 reactions. Task: Predict the reaction yield, written as a fraction of the theoretical maximum amount of product (1.0 means a 100% yield; for example, 0.34 means a 34% yield). (1) The reactants are Cl[C:2]1[C:7]([CH2:8][N:9]2[C:30](=[O:31])[N:12]3[CH:13]=[CH:14][C:15]([C:23]4[CH:28]=[CH:27][C:26]([Cl:29])=[CH:25][CH:24]=4)=[C:16]([C:17]4[CH:22]=[CH:21][N:20]=[CH:19][CH:18]=4)[C:11]3=[N:10]2)=[CH:6][CH:5]=[C:4]([C:32]([F:35])([F:34])[F:33])[N:3]=1.[CH3:36][NH:37][CH3:38].ClC1C=CC(C2C=CN3C(=O)N(CC4C(NC)=NC(C(F)(F)F)=CC=4)N=C3C=2C2C=CN=CC=2)=CC=1. The catalyst is O. The product is [Cl:29][C:26]1[CH:25]=[CH:24][C:23]([C:15]2[CH:14]=[CH:13][N:12]3[C:30](=[O:31])[N:9]([CH2:8][C:7]4[C:2]([N:37]([CH3:38])[CH3:36])=[N:3][C:4]([C:32]([F:35])([F:33])[F:34])=[CH:5][CH:6]=4)[N:10]=[C:11]3[C:16]=2[C:17]2[CH:18]=[CH:19][N:20]=[CH:21][CH:22]=2)=[CH:28][CH:27]=1. The yield is 0.460. (2) The reactants are C([NH:5][S:6]([C:9]1[CH:14]=[CH:13][CH:12]=[C:11]([C:15]2[N:16]=[CH:17][N:18]([C:20]3[N:25]=[C:24]([CH3:26])[CH:23]=[C:22]([C:27]4[CH:32]=[CH:31][C:30]([Cl:33])=[CH:29][CH:28]=4)[N:21]=3)[CH:19]=2)[CH:10]=1)(=[O:8])=[O:7])(C)(C)C.C(O)(C(F)(F)F)=O. The catalyst is ClCCl. The product is [Cl:33][C:30]1[CH:29]=[CH:28][C:27]([C:22]2[CH:23]=[C:24]([CH3:26])[N:25]=[C:20]([N:18]3[CH:19]=[C:15]([C:11]4[CH:10]=[C:9]([S:6]([NH2:5])(=[O:7])=[O:8])[CH:14]=[CH:13][CH:12]=4)[N:16]=[CH:17]3)[N:21]=2)=[CH:32][CH:31]=1. The yield is 0.110. (3) The reactants are [F:1][C:2]([F:12])([F:11])[C:3]1[CH:8]=[CH:7][N:6]=[CH:5][C:4]=1[C:9]#[N:10].N.CO.[H][H]. The catalyst is [Ni]. The product is [F:11][C:2]([F:1])([F:12])[C:3]1[CH:8]=[CH:7][N:6]=[CH:5][C:4]=1[CH2:9][NH2:10]. The yield is 0.470. (4) The reactants are [CH3:1][O:2][C:3]([NH:5][C@H:6]([C:10]([N:12]1[CH:26]([C:27]([O:29]CC)=[O:28])[CH2:25][C:14]2([CH2:17][N:16]([C:18]([O:20][C:21]([CH3:24])([CH3:23])[CH3:22])=[O:19])[CH2:15]2)[CH2:13]1)=[O:11])[CH:7]([CH3:9])[CH3:8])=[O:4].O.[OH-].[Li+].Cl. The catalyst is C1COCC1.O.CO. The product is [CH3:24][C:21]([O:20][C:18]([N:16]1[CH2:15][C:14]2([CH2:25][CH:26]([C:27]([OH:29])=[O:28])[N:12]([C:10](=[O:11])[C@H:6]([CH:7]([CH3:8])[CH3:9])[NH:5][C:3]([O:2][CH3:1])=[O:4])[CH2:13]2)[CH2:17]1)=[O:19])([CH3:22])[CH3:23]. The yield is 0.760. (5) The reactants are [C:1](OC(=O)C)(=[O:3])[CH3:2].[NH2:8][C:9]1[CH:10]=[CH:11][C:12]2[O:17][CH2:16][CH:15]([CH2:18][OH:19])[O:14][C:13]=2[CH:20]=1.CCN(CC)CC. The catalyst is C(Cl)Cl. The product is [C:1]([NH:8][C:9]1[CH:10]=[CH:11][C:12]2[O:17][CH2:16][CH:15]([CH2:18][OH:19])[O:14][C:13]=2[CH:20]=1)(=[O:3])[CH3:2]. The yield is 0.460. (6) The reactants are Br[C:2]1[S:6][C:5]([CH:7]=[O:8])=[CH:4][CH:3]=1.[C:9]1(B(O)O)[CH:14]=[CH:13][CH:12]=[CH:11][CH:10]=1.C([O-])([O-])=O.[K+].[K+]. The catalyst is C(O)(C)C.O.[Pd]. The product is [C:9]1([C:2]2[S:6][C:5]([CH:7]=[O:8])=[CH:4][CH:3]=2)[CH:14]=[CH:13][CH:12]=[CH:11][CH:10]=1. The yield is 0.820. (7) The reactants are [CH3:1][NH:2][N:3]=[CH:4][C:5](=[O:12])[C:6]1[CH:11]=[CH:10][CH:9]=[CH:8][CH:7]=1.[C:13]([C:17]1[CH:22]=[CH:21][C:20]([C:23](=O)[CH:24]=[O:25])=[CH:19][CH:18]=1)([CH3:16])([CH3:15])[CH3:14]. The catalyst is C(O)(=O)C. The product is [C:13]([C:17]1[CH:22]=[CH:21][C:20]([C:23]2[N:2]([CH3:1])[N:3]=[C:4]([C:5]([C:6]3[CH:11]=[CH:10][CH:9]=[CH:8][CH:7]=3)=[O:12])[C:24]=2[OH:25])=[CH:19][CH:18]=1)([CH3:16])([CH3:15])[CH3:14]. The yield is 0.590.